This data is from Reaction yield outcomes from USPTO patents with 853,638 reactions. The task is: Predict the reaction yield, written as a fraction of the theoretical maximum amount of product (1.0 means a 100% yield; for example, 0.34 means a 34% yield). (1) The reactants are [CH2:1]([O:3][C:4]([C:6]1[C:7]([CH3:18])=[C:8]([C:15]([OH:17])=O)[N:9]2[C:14]=1[CH:13]=[CH:12][CH:11]=[N:10]2)=[O:5])[CH3:2].C(N(CC)C(C)C)(C)C.[NH:28]1[CH2:33][CH2:32][O:31][CH2:30][CH2:29]1. The yield is 0.626. The catalyst is CN(C)C=O. The product is [CH3:18][C:7]1[C:6]([C:4]([O:3][CH2:1][CH3:2])=[O:5])=[C:14]2[CH:13]=[CH:12][CH:11]=[N:10][N:9]2[C:8]=1[C:15]([N:28]1[CH2:33][CH2:32][O:31][CH2:30][CH2:29]1)=[O:17]. (2) The reactants are O1CCOCC1.[ClH:7].[C:8]([NH:11][C:12]1[CH:17]=[CH:16][C:15]([CH2:18][CH2:19][C:20]2[CH:25]=[CH:24][C:23]([CH2:26][C:27]([NH:29][NH:30]C(OC(C)(C)C)=O)=[O:28])=[CH:22][CH:21]=2)=[CH:14][CH:13]=1)(=[O:10])[CH3:9]. No catalyst specified. The product is [ClH:7].[NH:29]([C:27]([CH2:26][C:23]1[CH:22]=[CH:21][C:20]([CH2:19][CH2:18][C:15]2[CH:14]=[CH:13][C:12]([NH:11][C:8](=[O:10])[CH3:9])=[CH:17][CH:16]=2)=[CH:25][CH:24]=1)=[O:28])[NH2:30]. The yield is 0.980. (3) The reactants are [C:1]1([CH3:8])[CH:6]=[CH:5][CH:4]=[C:3]([CH3:7])[CH:2]=1.[I:9]N1C(C)(C)C(=O)N(C)C1=O. The catalyst is CC#N. The product is [I:9][C:6]1[CH:5]=[CH:4][C:3]([CH3:7])=[CH:2][C:1]=1[CH3:8]. The yield is 0.680. (4) The reactants are Br[C:2]1[CH:7]=[CH:6][C:5]([Cl:8])=[CH:4][C:3]=1[CH2:9][OH:10].[Li]CCCC.[O:16]=[C:17]1[CH2:22][CH2:21][N:20]([C:23]([O:25][C:26]([CH3:29])([CH3:28])[CH3:27])=[O:24])[CH2:19][CH2:18]1. The catalyst is C1COCC1. The product is [Cl:8][C:5]1[CH:6]=[CH:7][C:2]([C:17]2([OH:16])[CH2:18][CH2:19][N:20]([C:23]([O:25][C:26]([CH3:28])([CH3:27])[CH3:29])=[O:24])[CH2:21][CH2:22]2)=[C:3]([CH2:9][OH:10])[CH:4]=1. The yield is 0.613. (5) The reactants are [CH3:1][O:2][C:3]1[CH:4]=[CH:5][C:6]2[CH:10]=[C:9]([NH:11][S:12]([C:15]3[CH:16]=[N:17][CH:18]=[CH:19][CH:20]=3)(=[O:14])=[O:13])[S:8][C:7]=2[CH:21]=1.CC(C)([O-])C.[K+].[F:28][C:29]1[CH:30]=[C:31]([CH:34]=[CH:35][C:36]=1[F:37])[CH2:32]Br. The catalyst is C1COCC1.CCOC(C)=O. The product is [F:28][C:29]1[CH:30]=[C:31]([CH:34]=[CH:35][C:36]=1[F:37])[CH2:32][N:11]([C:9]1[S:8][C:7]2[CH:21]=[C:3]([O:2][CH3:1])[CH:4]=[CH:5][C:6]=2[CH:10]=1)[S:12]([C:15]1[CH:16]=[N:17][CH:18]=[CH:19][CH:20]=1)(=[O:14])=[O:13]. The yield is 0.660. (6) The reactants are [NH2:1][C:2]1[C:3]([N:15]2[CH2:20][CH2:19][CH:18]([C:21]([O:23][CH3:24])=[O:22])[CH2:17][CH2:16]2)=[N:4][CH:5]=[C:6]([C:8]2[O:9][C:10]([CH2:13][CH3:14])=[CH:11][N:12]=2)[CH:7]=1.[CH3:25][C:26]([CH3:28])=O.C([BH3-])#N.[Na+]. The catalyst is C(Cl)Cl.CCOCC.Cl[Ti](Cl)(Cl)Cl. The product is [CH2:13]([C:10]1[O:9][C:8]([C:6]2[CH:7]=[C:2]([NH:1][CH:26]([CH3:28])[CH3:25])[C:3]([N:15]3[CH2:16][CH2:17][CH:18]([C:21]([O:23][CH3:24])=[O:22])[CH2:19][CH2:20]3)=[N:4][CH:5]=2)=[N:12][CH:11]=1)[CH3:14]. The yield is 0.150. (7) The reactants are [CH3:1][C:2]1[CH:7]=[C:6]([CH3:8])[NH:5][C:4](=[O:9])[C:3]=1[CH2:10][NH:11][C:12]([C:14]1[CH:15]=[C:16]([C:30]2[CH:35]=[CH:34][C:33]([CH2:36][N:37]3[CH2:42][CH2:41][O:40][CH2:39][CH2:38]3)=[CH:32][CH:31]=2)[CH:17]=[C:18]([N:21]([CH2:28][CH3:29])[CH:22]2[CH2:27][CH2:26][NH:25][CH2:24][CH2:23]2)[C:19]=1[CH3:20])=[O:13].C(N(CC)CC)C.[S:50](Cl)([CH3:53])(=[O:52])=[O:51].[OH-].[Na+]. The catalyst is C(Cl)Cl.CO.O. The product is [CH3:1][C:2]1[CH:7]=[C:6]([CH3:8])[NH:5][C:4](=[O:9])[C:3]=1[CH2:10][NH:11][C:12]([C:14]1[CH:15]=[C:16]([C:30]2[CH:35]=[CH:34][C:33]([CH2:36][N:37]3[CH2:38][CH2:39][O:40][CH2:41][CH2:42]3)=[CH:32][CH:31]=2)[CH:17]=[C:18]([N:21]([CH2:28][CH3:29])[CH:22]2[CH2:23][CH2:24][N:25]([S:50]([CH3:53])(=[O:52])=[O:51])[CH2:26][CH2:27]2)[C:19]=1[CH3:20])=[O:13]. The yield is 0.455. (8) The reactants are CN(C(ON1N=NC2C=CC=NC1=2)=[N+](C)C)C.F[P-](F)(F)(F)(F)F.CCN(C(C)C)C(C)C.[OH:34][CH2:35][CH2:36][O:37][C:38]1[CH:46]=[C:45]2[C:41]([CH:42]=[C:43]([C:47]([OH:49])=O)[NH:44]2)=[CH:40][CH:39]=1.[NH2:50][CH2:51][C:52]1[C:53]([F:69])=[C:54]([O:59][C:60]2[CH:61]=[C:62]([CH:65]=[C:66]([Cl:68])[CH:67]=2)[C:63]#[N:64])[C:55]([Cl:58])=[CH:56][CH:57]=1. The catalyst is CN(C=O)C. The product is [Cl:58][C:55]1[CH:56]=[CH:57][C:52]([CH2:51][NH:50][C:47]([C:43]2[NH:44][C:45]3[C:41]([CH:42]=2)=[CH:40][CH:39]=[C:38]([O:37][CH2:36][CH2:35][OH:34])[CH:46]=3)=[O:49])=[C:53]([F:69])[C:54]=1[O:59][C:60]1[CH:61]=[C:62]([C:63]#[N:64])[CH:65]=[C:66]([Cl:68])[CH:67]=1. The yield is 0.420.